Dataset: Reaction yield outcomes from USPTO patents with 853,638 reactions. Task: Predict the reaction yield, written as a fraction of the theoretical maximum amount of product (1.0 means a 100% yield; for example, 0.34 means a 34% yield). (1) The reactants are [NH2:1][C:2]1[CH:3]=[C:4]([CH:7]=[CH:8][C:9]=1[NH2:10])[C:5]#[N:6].[CH2:11]([O:13]C(OCC)OCC)C. The product is [OH-:13].[NH4+:1].[NH:10]1[C:9]2[CH:8]=[CH:7][C:4]([C:5]#[N:6])=[CH:3][C:2]=2[N:1]=[CH:11]1. The yield is 0.0100. The catalyst is C(O)=O. (2) The reactants are [Cl:1][C:2]1[C:14]2[C:13]3[C:8](=[CH:9][CH:10]=[CH:11][CH:12]=3)[C:7]([C:20]([F:23])([F:22])[F:21])([O:15]CC(O)=O)[C:6]=2[CH:5]=[C:4]([F:24])[CH:3]=1.C(N(C(C)C)C(C)C)C.C1(P(N=[N+]=[N-])(C2C=CC=CC=2)=O)C=CC=CC=1.Cl. The catalyst is C(O)(C)(C)C.C(O)(=O)C.CN(C)C=O. The product is [Cl:1][C:2]1[C:14]2[C:13]3[C:8](=[CH:9][CH:10]=[CH:11][CH:12]=3)[C:7]([C:20]([F:21])([F:22])[F:23])([OH:15])[C:6]=2[CH:5]=[C:4]([F:24])[CH:3]=1. The yield is 0.700. (3) The reactants are [C:1]1([C:7]2[S:11][C:10]([NH:12][C:13](=[O:18])[CH2:14][C:15]([OH:17])=O)=[N:9][CH:8]=2)[CH:6]=[CH:5][CH:4]=[CH:3][CH:2]=1.CCN(C(C)C)C(C)C.C1C=CC2N(O)N=NC=2C=1.CCN=C=NCCCN(C)C.Cl.Cl.[Cl:51][C:52]1[CH:64]=[CH:63][CH:62]=[CH:61][C:53]=1[O:54][CH:55]1[CH2:60][CH2:59][NH:58][CH2:57][CH2:56]1. The catalyst is CN(C=O)C.O. The product is [Cl:51][C:52]1[CH:64]=[CH:63][CH:62]=[CH:61][C:53]=1[O:54][CH:55]1[CH2:60][CH2:59][N:58]([C:15](=[O:17])[CH2:14][C:13]([NH:12][C:10]2[S:11][C:7]([C:1]3[CH:2]=[CH:3][CH:4]=[CH:5][CH:6]=3)=[CH:8][N:9]=2)=[O:18])[CH2:57][CH2:56]1. The yield is 0.240. (4) The reactants are B.[CH2:2]([C:5]1([O:11][Si:12]([C:15]([CH3:18])([CH3:17])[CH3:16])([CH3:14])[CH3:13])[CH2:10][CH2:9][CH2:8][CH2:7][CH2:6]1)[CH:3]=[CH2:4].[OH-:19].[Na+].OO. The catalyst is O1CCCC1.C(OCC)C.O. The product is [Si:12]([O:11][C:5]1([CH2:2][CH2:3][CH2:4][OH:19])[CH2:6][CH2:7][CH2:8][CH2:9][CH2:10]1)([C:15]([CH3:18])([CH3:17])[CH3:16])([CH3:13])[CH3:14]. The yield is 0.790. (5) The reactants are [C:1](=[O:19])([O:17][CH3:18])[O:2][C:3]1[CH:8]=[CH:7][C:6]([F:9])=[CH:5][C:4]=1[C:10]1([CH3:16])[CH2:15][CH2:14][CH2:13][CH2:12][CH2:11]1.[N+:20]([O-])([O-:22])=[O:21].[K+]. The catalyst is S(=O)(=O)(O)O. The product is [C:1](=[O:19])([O:17][CH3:18])[O:2][C:3]1[CH:8]=[C:7]([N+:20]([O-:22])=[O:21])[C:6]([F:9])=[CH:5][C:4]=1[C:10]1([CH3:16])[CH2:15][CH2:14][CH2:13][CH2:12][CH2:11]1. The yield is 0.810. (6) The reactants are Br[C:2]1[C:3]([CH3:11])=[N:4][C:5]([N+:8]([O-:10])=[O:9])=[CH:6][CH:7]=1.C([O-])([O-])=O.[K+].[K+].[Cl:18][C:19]1[CH:24]=[C:23]([OH:25])[CH:22]=[CH:21][N:20]=1.O. The catalyst is CN(C=O)C.CCOC(C)=O. The product is [Cl:18][C:19]1[CH:24]=[C:23]([O:25][C:2]2[C:3]([CH3:11])=[N:4][C:5]([N+:8]([O-:10])=[O:9])=[CH:6][CH:7]=2)[CH:22]=[CH:21][N:20]=1. The yield is 0.550. (7) The reactants are [F:1][C:2]1[CH:7]=[CH:6][CH:5]=[C:4]([O:8][CH3:9])[C:3]=1[CH:10]([N:14]1[CH2:19][CH2:18][N:17]([CH3:20])[CH2:16][CH2:15]1)[C:11]([OH:13])=O.[F:21][C:22]([F:36])([F:35])[C:23]1[CH:24]=[C:25]([NH:33][NH2:34])[CH:26]=[C:27]([C:29]([F:32])([F:31])[F:30])[CH:28]=1.CN1CCOCC1.F[P-](F)(F)(F)(F)F.N1(O[P+](N(C)C)(N(C)C)N(C)C)C2C=CC=CC=2N=N1.[OH-].[Na+]. The catalyst is CN(C=O)C. The product is [F:21][C:22]([F:35])([F:36])[C:23]1[CH:24]=[C:25]([NH:33][NH:34][C:11](=[O:13])[CH:10]([C:3]2[C:4]([O:8][CH3:9])=[CH:5][CH:6]=[CH:7][C:2]=2[F:1])[N:14]2[CH2:19][CH2:18][N:17]([CH3:20])[CH2:16][CH2:15]2)[CH:26]=[C:27]([C:29]([F:32])([F:30])[F:31])[CH:28]=1. The yield is 0.460. (8) The reactants are [O:1]1[CH2:6][CH2:5][C:4](=[O:7])[CH2:3][CH2:2]1.CN(C)P(N(C)C)(N(C)C)=O.[CH:19]([N-]C(C)C)(C)[CH3:20].[Li+].ICC. The catalyst is O1CCCC1.C(OCC)(=O)C. The product is [CH2:19]([CH:3]1[C:4](=[O:7])[CH2:5][CH2:6][O:1][CH2:2]1)[CH3:20]. The yield is 0.391.